This data is from Forward reaction prediction with 1.9M reactions from USPTO patents (1976-2016). The task is: Predict the product of the given reaction. (1) Given the reactants C([O:5][NH:6][C:7](=[O:51])[CH2:8][CH2:9][CH2:10][CH2:11][CH2:12][CH2:13][C:14]([NH:16][C:17]1[CH:22]=[CH:21][C:20]([C:23]([OH:50])([C:37](=[O:49])[NH:38][C:39]2[CH:40]=[CH:41][CH:42]=[C:43]3[C:48]=2[N:47]=[CH:46][CH:45]=[CH:44]3)[C:24](=[O:36])[NH:25][C:26]2[CH:27]=[CH:28][CH:29]=[C:30]3[C:35]=2[N:34]=[CH:33][CH:32]=[CH:31]3)=[CH:19][CH:18]=1)=[O:15])(C)(C)C.FC(F)(F)C(O)=O, predict the reaction product. The product is: [OH:5][NH:6][C:7](=[O:51])[CH2:8][CH2:9][CH2:10][CH2:11][CH2:12][CH2:13][C:14]([NH:16][C:17]1[CH:18]=[CH:19][C:20]([C:23]([OH:50])([C:24](=[O:36])[NH:25][C:26]2[CH:27]=[CH:28][CH:29]=[C:30]3[C:35]=2[N:34]=[CH:33][CH:32]=[CH:31]3)[C:37](=[O:49])[NH:38][C:39]2[CH:40]=[CH:41][CH:42]=[C:43]3[C:48]=2[N:47]=[CH:46][CH:45]=[CH:44]3)=[CH:21][CH:22]=1)=[O:15]. (2) Given the reactants C([N:8]1[CH2:12][CH2:11][CH:10]([C:13]2[C:21]3[C:20]4[CH:22]=[CH:23][CH2:24][O:25][C:19]=4[CH:18]=[CH:17][C:16]=3[NH:15][CH:14]=2)[CH2:9]1)C1C=CC=CC=1.C([O-])=O.[NH4+], predict the reaction product. The product is: [NH:8]1[CH2:12][CH2:11][CH:10]([C:13]2[C:21]3[C:20]4[CH2:22][CH2:23][CH2:24][O:25][C:19]=4[CH:18]=[CH:17][C:16]=3[NH:15][CH:14]=2)[CH2:9]1. (3) Given the reactants [Br:1][C:2]1[CH:7]=[CH:6][C:5]([OH:8])=[CH:4][CH:3]=1.[I:9]N1C(=O)CCC1=O.S(=O)(=O)(O)O.O, predict the reaction product. The product is: [Br:1][C:2]1[CH:7]=[CH:6][C:5]([OH:8])=[C:4]([I:9])[CH:3]=1. (4) Given the reactants [Cl:1][C:2]1[CH:7]=[C:6]([F:8])[CH:5]=[CH:4][C:3]=1[CH3:9].[N+:10]([O-])([O-:12])=[O:11].[K+], predict the reaction product. The product is: [Cl:1][C:2]1[CH:7]=[C:6]([F:8])[C:5]([N+:10]([O-:12])=[O:11])=[CH:4][C:3]=1[CH3:9]. (5) Given the reactants [NH2:1][C:2]1[CH:3]=[C:4]([Br:32])[C:5]([C@@H:14]([NH:24][C:25](=[O:31])[O:26][C:27]([CH3:30])([CH3:29])[CH3:28])[CH2:15][C:16]2[CH:21]=[C:20]([F:22])[CH:19]=[C:18]([F:23])[CH:17]=2)=[N:6][C:7]=1[C:8]#[C:9][C:10]([OH:13])([CH3:12])[CH3:11].C=O.[C:35](O)(=O)C.C([BH3-])#N.[Na+], predict the reaction product. The product is: [Br:32][C:4]1[C:5]([C@@H:14]([NH:24][C:25](=[O:31])[O:26][C:27]([CH3:30])([CH3:29])[CH3:28])[CH2:15][C:16]2[CH:21]=[C:20]([F:22])[CH:19]=[C:18]([F:23])[CH:17]=2)=[N:6][C:7]([C:8]#[C:9][C:10]([OH:13])([CH3:11])[CH3:12])=[C:2]([NH:1][CH3:35])[CH:3]=1. (6) Given the reactants [CH3:1][O:2][N:3]=[CH:4][C:5]1[CH:6]=[C:7]([CH3:32])[C:8]2[N:13]=[C:12]([C:14]3[N:18]([C:19]4[C:24]([Cl:25])=[CH:23][CH:22]=[CH:21][N:20]=4)[N:17]=[C:16]([O:26][CH:27]([F:29])[F:28])[CH:15]=3)[O:11][C:10](=[O:30])[C:9]=2[CH:31]=1.O.[NH2:34][NH2:35], predict the reaction product. The product is: [Cl:25][C:24]1[C:19]([N:18]2[C:14]([C:12]([NH:13][C:8]3[C:7]([CH3:32])=[CH:6][C:5](/[CH:4]=[N:3]/[O:2][CH3:1])=[CH:31][C:9]=3[C:10]([NH:34][NH2:35])=[O:30])=[O:11])=[CH:15][C:16]([O:26][CH:27]([F:28])[F:29])=[N:17]2)=[N:20][CH:21]=[CH:22][CH:23]=1. (7) Given the reactants Cl.[Br:2][C:3]1[CH:4]=[N:5][C:6]([N:11]2[CH2:16][CH2:15][NH:14][CH2:13][C@@H:12]2[CH3:17])=[C:7]([CH:10]=1)[C:8]#[N:9].CC(C)([O-])C.[Na+].Cl[C:25]1[N:30]=[CH:29][C:28]([CH2:31][CH3:32])=[CH:27][N:26]=1, predict the reaction product. The product is: [Br:2][C:3]1[CH:4]=[N:5][C:6]([N:11]2[CH2:16][CH2:15][N:14]([C:25]3[N:30]=[CH:29][C:28]([CH2:31][CH3:32])=[CH:27][N:26]=3)[CH2:13][C@@H:12]2[CH3:17])=[C:7]([CH:10]=1)[C:8]#[N:9].